From a dataset of Peptide-MHC class II binding affinity with 134,281 pairs from IEDB. Regression. Given a peptide amino acid sequence and an MHC pseudo amino acid sequence, predict their binding affinity value. This is MHC class II binding data. The MHC is DRB1_0802 with pseudo-sequence DRB1_0802. The binding affinity (normalized) is 0.820. The peptide sequence is YDKFLANVSTVLTGK.